Dataset: Reaction yield outcomes from USPTO patents with 853,638 reactions. Task: Predict the reaction yield, written as a fraction of the theoretical maximum amount of product (1.0 means a 100% yield; for example, 0.34 means a 34% yield). The reactants are F.F.F.C(N(CC)CC)C.[Si]([O:28][CH2:29][C@H:30]1[O:34][C@@H:33]([N:35]2[CH:42]=[C:41]([CH3:43])[C:39](=[O:40])[NH:38][C:36]2=[O:37])[C@H:32]([O:44][CH2:45][CH2:46][O:47][N:48]([CH3:50])[CH3:49])[C@@H:31]1[OH:51])(C(C)(C)C)(C1C=CC=CC=1)C1C=CC=CC=1.CO. The catalyst is C1COCC1.C(Cl)Cl. The product is [CH3:49][N:48]([CH3:50])[O:47][CH2:46][CH2:45][O:44][C@@H:32]1[C@H:31]([OH:51])[C@@H:30]([CH2:29][OH:28])[O:34][C@H:33]1[N:35]1[CH:42]=[C:41]([CH3:43])[C:39](=[O:40])[NH:38][C:36]1=[O:37]. The yield is 0.925.